From a dataset of Experimentally validated miRNA-target interactions with 360,000+ pairs, plus equal number of negative samples. Binary Classification. Given a miRNA mature sequence and a target amino acid sequence, predict their likelihood of interaction. (1) The miRNA is bta-miR-15b with sequence UAGCAGCACAUCAUGGUUUACA. The protein sequence of the target gene is MFRCGGLAGAFKQKLVPLVRTVYVQRPKQRNRLPGNLFQQWRVPLELQMARQMASSGSSGGKMDNSVLVLIVGLSTIGAGAYAYKTIKEDQKRYNERVMGLGLSPEEKQRRAIASATEGGSVPQIRAPSHVPFLLIGGGTAAFAAARSIRARDPGARVLIVSEDPELPYMRPPLSKELWFSDDPNVTKTLQFRQWNGKERSIYFQPPSFYVSAQDLPNIENGGVAVLTGKKVVHLDVRGNMVKLNDGSQITFEKCLIATGGTPRSLSAIDRAGAEVKSRTTLFRKIGDFRALEKISREVK.... Result: 0 (no interaction). (2) The miRNA is hsa-miR-517-5p with sequence CCUCUAGAUGGAAGCACUGUCU. The protein sequence of the target gene is MSEFWHKLGCCVVEKPQPKKKRRRIDRTMIGEPMNFVHLTHIGSGEMGAGDGLAMTGAVQEQMRSKGNRDRPWSNSRGL. Result: 0 (no interaction). (3) The miRNA is hsa-miR-520d-3p with sequence AAAGUGCUUCUCUUUGGUGGGU. The protein sequence of the target gene is MTGLALLYSGVFVAFWACALAVGVCYTIFDLGFRFDVAWFLTETSPFMWSNLGIGLAISLSVVGAAWGIYITGSSIIGGGVKAPRIKTKNLVSIIFCEAVAIYGIIMAIVISNMAEPFSATDPKAIGHRNYHAGYSMFGAGLTVGLSNLFCGVCVGIVGSGAALADAQNPSLFVKILIVEIFGSAIGLFGVIVAILQTSRVKMGD. Result: 0 (no interaction). (4) The miRNA is hsa-miR-3913-3p with sequence AGACAUCAAGAUCAGUCCCAAA. The protein sequence of the target gene is MERVGTPEEERQAGPVLPTSLESDSSKRTSWGFLITGVVGGALLTVYAVATPFITPALRKVCLPFVPATSKQVENVVRMLRHRRGPLVDIGSGDGRIVIAAAKEGFPAVGYELNPWLVWYSRYRAWRAGVHGSAKFYISDLWKVTFAQYSNVVIFGVPQMMPQLEKKLELELEDGARVIACRFPFPRWTPDHTTGEGIDTVWAYDMSAQRGRGGRPNQEWVGQKNLSETAGLQASSSETRSKLLDVE. Result: 0 (no interaction). (5) The miRNA is hsa-miR-1909-5p with sequence UGAGUGCCGGUGCCUGCCCUG. The protein sequence of the target gene is MATDMSQGELIHPKALPLIVGAQLIHADKLGEKAEDTTMPIRRAVNSTRETPPKSKLAEGEEEKPEPDGSSEESISTVEEQENETPPATSSEAEQPKGEPESGEKEENNNKSAEEPKKDEKDQSKEKEKKVKKTIPAWATLSASQLARAQRQTPMASSPRPKMDAILTEAIKACFQKTGASVVAIRKYIIHKYPSLGLERRGYLLKQALKRELNRGVIRQVKGKGASGSFVVVQKSKPPQKSKNRKKGSALDPEPQVKLEDVLPLAFTRLCEPKEASYSLIRKYVSQYYPKLRVDIRPQL.... Result: 0 (no interaction). (6) The miRNA is hsa-miR-3158-3p with sequence AAGGGCUUCCUCUCUGCAGGAC. The protein sequence of the target gene is MKIDIHTHILPKEWPDLEKRFGYGGWVQLQQQGKGEAKMIKDGKLFRVIQQNCWDPEVRIREMNQKGVTVQALSTVPVMFSYWAKPKDTLELCQFLNNDLAATVARYPRRFVGLGTLPMQAPELAVEEMERCVKALGFPGIQIGSHINTWDLNDPELFPIYAAAERLNCSLFVHPWDMQMDGRMAKYWLPWLVGMPSETTMAICSMIMGGVFEKFPKLKVCFAHGGGAFPFTIGRIAHGFNMRPDLCAQDNPSDPRKYLGSFYTDSLVHDPLSLKLLTDVIGKDKVMLGTDYPFPLGEQE.... Result: 0 (no interaction). (7) The miRNA is hsa-miR-6078 with sequence CCGCCUGAGCUAGCUGUGG. The protein sequence of the target gene is MAGILRLVVQWPPGRLQTVTKGVESLICTDWIRHKFTRSRIPEKVFQASPEDHEKYGGDPQNPHKLHIVTRIKSTRRRPYWEKDIIKMLGLEKAHTPQVHKNIPSVNAKLKVVKHLIRIKPLKLPQGLPAEENMSNTCLKSTGELVVQWHLKPVEQKAHES. Result: 0 (no interaction).